Task: Regression/Classification. Given a drug SMILES string, predict its absorption, distribution, metabolism, or excretion properties. Task type varies by dataset: regression for continuous measurements (e.g., permeability, clearance, half-life) or binary classification for categorical outcomes (e.g., BBB penetration, CYP inhibition). Dataset: cyp2c9_veith.. Dataset: CYP2C9 inhibition data for predicting drug metabolism from PubChem BioAssay (1) The molecule is COC(=O)[C@@]1(Cc2ccc(F)cc2)[C@H]2c3cc(C(=O)N4CCCC4)n(CCF)c3C[C@H]2CN1C(=O)c1ccccc1. The result is 1 (inhibitor). (2) The compound is CCNc1ncc2nc(-c3ccc(F)cc3)c(=O)n(-c3ccccc3)c2n1. The result is 0 (non-inhibitor).